This data is from Catalyst prediction with 721,799 reactions and 888 catalyst types from USPTO. The task is: Predict which catalyst facilitates the given reaction. (1) Reactant: O[CH2:2][C:3]1[CH:12]=[CH:11][C:6]([C:7]([O:9][CH3:10])=[O:8])=[CH:5][CH:4]=1.[CH2:13]([N:15](CC)CC)C.CS(Cl)(=O)=O. Product: [C:13]([CH2:2][C:3]1[CH:12]=[CH:11][C:6]([C:7]([O:9][CH3:10])=[O:8])=[CH:5][CH:4]=1)#[N:15]. The catalyst class is: 4. (2) Reactant: Cl[C:2]1[N:7]=[C:6]([NH:8][CH2:9][C:10]#[CH:11])[N:5]=[C:4]([N:12]([CH3:15])[O:13][CH3:14])[N:3]=1.[NH2:16][CH2:17][CH2:18][CH2:19][OH:20].C([O-])(O)=O.[Na+]. Product: [CH3:14][O:13][N:12]([C:4]1[N:5]=[C:6]([NH:8][CH2:9][C:10]#[CH:11])[N:7]=[C:2]([NH:16][CH2:17][CH2:18][CH2:19][OH:20])[N:3]=1)[CH3:15]. The catalyst class is: 12. (3) Reactant: F[C:2]1[C:7]([F:8])=[C:6]([F:9])[C:5]([F:10])=[C:4]([F:11])[C:3]=1[F:12].[CH-:13]1[CH:17]=[CH:16][CH:15]=[CH:14]1.[Na+].Cl[Si:20]([CH3:23])([CH3:22])[CH3:21]. Product: [F:12][C:3]1[C:2]([C:13]2([Si:20]([CH3:23])([CH3:22])[CH3:21])[CH:17]=[CH:16][CH:15]=[CH:14]2)=[C:7]([F:8])[C:6]([F:9])=[C:5]([F:10])[C:4]=1[F:11]. The catalyst class is: 7. (4) Reactant: [CH:1]1([CH2:7][C:8]2[CH:13]=[CH:12][CH:11]=[CH:10][N:9]=2)[CH2:6][CH2:5][CH2:4][CH:3]=[CH:2]1.Br[CH2:15][C:16](=O)[CH2:17][C:18]1[CH:23]=[CH:22][CH:21]=[C:20]([F:24])[C:19]=1[CH3:25].C(=O)([O-])[O-].[Na+].[Na+]. Product: [CH:1]1([C:7]2[C:16]([CH2:17][C:18]3[CH:23]=[CH:22][CH:21]=[C:20]([F:24])[C:19]=3[CH3:25])=[CH:15][N:9]3[C:8]=2[CH:13]=[CH:12][CH:11]=[CH:10]3)[CH2:6][CH2:5][CH2:4][CH2:3][CH2:2]1. The catalyst class is: 21. (5) Reactant: [C:1]([C:4]1[CH:9]=[CH:8][C:7]([CH:10](C(OCC)=O)[C:11]([O:13]CC)=[O:12])=[C:6]([N+:21]([O-:23])=[O:22])[CH:5]=1)(=[O:3])[CH3:2].C(OCC)(=O)CC(OCC)=O. Product: [C:1]([C:4]1[CH:9]=[CH:8][C:7]([CH2:10][C:11]([OH:13])=[O:12])=[C:6]([N+:21]([O-:23])=[O:22])[CH:5]=1)(=[O:3])[CH3:2]. The catalyst class is: 89. (6) Reactant: [N+:1]([C:4]1[CH:18]=[CH:17][C:7]([N:8]([CH2:13][CH2:14][CH2:15][CH3:16])[CH2:9][CH2:10][CH2:11][CH3:12])=[CH:6][CH:5]=1)([O-])=O. Product: [CH2:9]([N:8]([CH2:13][CH2:14][CH2:15][CH3:16])[C:7]1[CH:6]=[CH:5][C:4]([NH2:1])=[CH:18][CH:17]=1)[CH2:10][CH2:11][CH3:12]. The catalyst class is: 19. (7) Reactant: C([O:3][C:4](=[O:20])[C:5]([N:7]1[CH2:12][CH2:11][CH:10]([CH2:13][C:14]2[CH:19]=[CH:18][CH:17]=[CH:16][CH:15]=2)[CH2:9][CH2:8]1)=[O:6])C. Product: [CH2:13]([CH:10]1[CH2:9][CH2:8][N:7]([C:5](=[O:6])[C:4]([OH:20])=[O:3])[CH2:12][CH2:11]1)[C:14]1[CH:15]=[CH:16][CH:17]=[CH:18][CH:19]=1. The catalyst class is: 40. (8) Reactant: Cl.[OH:2][CH:3]1[O:11][C@H:10]([CH2:12][OH:13])[C@@H:8]([OH:9])[C@H:6]([OH:7])[C@@H:4]1[NH2:5].C(N([CH2:19][CH3:20])CC)C. The catalyst class is: 3. Product: [C:3]([NH:5][C@H:4]1[C@@H:6]([OH:7])[C@H:8]([OH:9])[C@@H:10]([CH2:12][OH:13])[O:11][CH:3]1[OH:2])(=[O:2])[CH2:4][CH2:6][C:19]#[CH:20]. (9) Reactant: C(OC([NH:8][NH:9][C:10]([C:12]1[C:13]([CH3:33])=[N:14][N:15]([CH3:32])[C:16]=1[O:17][C:18]1[C:19]([Cl:31])=[CH:20][C:21]([Cl:30])=[C:22]([CH:29]=1)[O:23][C@@H:24]([CH3:28])[C:25]([OH:27])=[O:26])=[O:11])=O)(C)(C)C.Cl.C(OCC)(=O)C. Product: [ClH:30].[Cl:30][C:21]1[CH:20]=[C:19]([Cl:31])[C:18]([O:17][C:16]2[N:15]([CH3:32])[N:14]=[C:13]([CH3:33])[C:12]=2[C:10]([NH:9][NH2:8])=[O:11])=[CH:29][C:22]=1[O:23][C@@H:24]([CH3:28])[C:25]([OH:27])=[O:26]. The catalyst class is: 13. (10) Reactant: C[O:2][C:3](=[O:25])[CH2:4][CH2:5][N:6]1[CH2:11][CH2:10][N:9]([C:12]2[CH:17]=[CH:16][C:15]([NH:18][C:19]3[CH:24]=[CH:23][CH:22]=[CH:21][CH:20]=3)=[CH:14][CH:13]=2)[CH2:8][CH2:7]1.[OH-].[Na+:27]. Product: [Na+:27].[C:19]1([NH:18][C:15]2[CH:14]=[CH:13][C:12]([N:9]3[CH2:8][CH2:7][N:6]([CH2:5][CH2:4][C:3]([O-:25])=[O:2])[CH2:11][CH2:10]3)=[CH:17][CH:16]=2)[CH:20]=[CH:21][CH:22]=[CH:23][CH:24]=1. The catalyst class is: 5.